From a dataset of Catalyst prediction with 721,799 reactions and 888 catalyst types from USPTO. Predict which catalyst facilitates the given reaction. (1) Reactant: Cl[C:2]1[CH:7]=[C:6]([O:8][CH2:9][C:10]2[CH:15]=[CH:14][CH:13]=[CH:12][N:11]=2)[N:5]=[C:4]2[CH2:16][CH2:17][CH2:18][C:3]=12.[CH3:19][C:20]1[CH:21]=[CH:22][C:23]([Sn](CCCC)(CCCC)CCCC)=[N:24][CH:25]=1.CN(C=O)C. Product: [CH3:19][C:20]1[CH:21]=[CH:22][C:23]([C:2]2[CH:7]=[C:6]([O:8][CH2:9][C:10]3[CH:15]=[CH:14][CH:13]=[CH:12][N:11]=3)[N:5]=[C:4]3[CH2:16][CH2:17][CH2:18][C:3]=23)=[N:24][CH:25]=1. The catalyst class is: 535. (2) Reactant: CN(C=O)C.[F:6][C:7]1[CH:8]=[C:9]([CH:12]=[CH:13][C:14]=1F)[C:10]#[N:11].[NH:16]1[CH2:21][CH2:20][O:19][CH2:18][CH2:17]1.C(=O)([O-])[O-].[K+].[K+]. Product: [F:6][C:7]1[CH:8]=[C:9]([CH:12]=[CH:13][C:14]=1[N:16]1[CH2:21][CH2:20][O:19][CH2:18][CH2:17]1)[C:10]#[N:11]. The catalyst class is: 84. (3) Reactant: C[O:2][C:3](=[O:39])[CH2:4][CH2:5][C:6]1[CH:11]=[C:10]([C:12](=[O:26])[C:13]2[CH:18]=[CH:17][C:16]([O:19][CH:20]3[CH2:24][CH2:23][CH2:22][CH2:21]3)=[CH:15][C:14]=2[OH:25])[CH:9]=[CH:8][C:7]=1[O:27][CH2:28][C:29]1[CH:38]=[CH:37][C:32]2[C:33]([OH:36])=[N:34][O:35][C:31]=2[CH:30]=1.O.[OH-].[Na+].Cl. Product: [CH:20]1([O:19][C:16]2[CH:17]=[CH:18][C:13]([C:12]([C:10]3[CH:9]=[CH:8][C:7]([O:27][CH2:28][C:29]4[CH:38]=[CH:37][C:32]5[C:33]([OH:36])=[N:34][O:35][C:31]=5[CH:30]=4)=[C:6]([CH2:5][CH2:4][C:3]([OH:39])=[O:2])[CH:11]=3)=[O:26])=[C:14]([OH:25])[CH:15]=2)[CH2:21][CH2:22][CH2:23][CH2:24]1. The catalyst class is: 5. (4) Product: [F:2][C:3]1[CH:21]=[CH:20][C:6]([C:7]([N:9]2[C@H:14]([CH3:15])[CH2:13][CH2:12][C@@H:11]([C:16]([OH:18])=[O:17])[CH2:10]2)=[O:8])=[C:5]([N:22]2[N:26]=[CH:25][CH:24]=[N:23]2)[CH:4]=1. The catalyst class is: 12. Reactant: Cl.[F:2][C:3]1[CH:21]=[CH:20][C:6]([C:7]([N:9]2[C@H:14]([CH3:15])[CH2:13][CH2:12][C@@H:11]([C:16]([O:18]C)=[O:17])[CH2:10]2)=[O:8])=[C:5]([N:22]2[N:26]=[CH:25][CH:24]=[N:23]2)[CH:4]=1. (5) Reactant: [C:1]([OH:8])(=[O:7])/[CH:2]=[CH:3]/[C:4]([OH:6])=[O:5].[Cl:9][C:10]1[CH:17]=[CH:16][C:13]([C:14]#[N:15])=[C:12]([O:18][C:19]2[CH:24]=[CH:23][CH:22]=[C:21]([CH2:25][N:26]([CH3:28])[CH3:27])[C:20]=2[S:29][CH2:30][CH3:31])[CH:11]=1. Product: [C:1]([OH:8])(=[O:7])/[CH:2]=[CH:3]/[C:4]([OH:6])=[O:5].[Cl:9][C:10]1[CH:17]=[CH:16][C:13]([C:14]#[N:15])=[C:12]([O:18][C:19]2[CH:24]=[CH:23][CH:22]=[C:21]([CH2:25][N:26]([CH3:27])[CH3:28])[C:20]=2[S:29][CH2:30][CH3:31])[CH:11]=1. The catalyst class is: 5. (6) The catalyst class is: 1. Product: [OH:4][C:5]1[CH:6]=[CH:7][C:8]2[C@@H:9]3[C@@H:17]([C@H:18]([CH2:22][CH2:23][CH2:24][CH2:25][O:26][CH2:27][CH2:28][O:29][CH2:30][CH2:31][O:32][CH2:33][C:34]([OH:36])=[O:35])[CH2:19][C:20]=2[CH:21]=1)[C@H:16]1[C@@:12]([CH3:45])([C@@H:13]([OH:41])[CH2:14][CH2:15]1)[CH2:11][CH2:10]3. Reactant: COC[O:4][C:5]1[CH:6]=[CH:7][C:8]2[C@@H:9]3[C@@H:17]([C@H:18]([CH2:22][CH2:23][CH2:24][CH2:25][O:26][CH2:27][CH2:28][O:29][CH2:30][CH2:31][O:32][CH2:33][C:34]([O:36]C(C)(C)C)=[O:35])[CH2:19][C:20]=2[CH:21]=1)[C@H:16]1[C@@:12]([CH3:45])([C@@H:13]([O:41]COC)[CH2:14][CH2:15]1)[CH2:11][CH2:10]3.Cl. (7) Reactant: FC(F)(F)C(O)=O.[OH:8][C:9]1[C:10]2[N:11]([CH:22]=[C:23]([CH3:25])[N:24]=2)[CH:12]=[C:13]([N:15]2[CH:20]=[CH:19][CH:18]=[CH:17][C:16]2=[O:21])[CH:14]=1.C(=O)([O-])[O-].[K+].[K+].Br[CH2:33][C:34]1[C:39]([CH3:40])=[CH:38][CH:37]=[CH:36][C:35]=1[CH3:41]. Product: [CH3:41][C:35]1[CH:36]=[CH:37][CH:38]=[C:39]([CH3:40])[C:34]=1[CH2:33][O:8][C:9]1[C:10]2[N:11]([CH:22]=[C:23]([CH3:25])[N:24]=2)[CH:12]=[C:13]([N:15]2[CH:20]=[CH:19][CH:18]=[CH:17][C:16]2=[O:21])[CH:14]=1. The catalyst class is: 9. (8) Reactant: Br[C:2]1[CH:7]=[CH:6][C:5]([CH2:8][CH2:9][CH2:10][C:11]2[CH:16]=[CH:15][CH:14]=[CH:13][CH:12]=2)=[CH:4][CH:3]=1.C1(CC2C=C(C=CC=2)[CH:27]=[O:28])C=CC=CC=1.[Li]CCCC.CN(C=O)C. Product: [C:11]1([CH2:10][CH2:9][CH2:8][C:5]2[CH:6]=[CH:7][C:2]([CH:27]=[O:28])=[CH:3][CH:4]=2)[CH:16]=[CH:15][CH:14]=[CH:13][CH:12]=1. The catalyst class is: 1. (9) Reactant: [OH-].[Na+].[CH3:3][N:4]1[C:17]2[CH:16]=[C:15]([CH:18]([CH2:33][CH:34]3[CH2:39][CH2:38][O:37][CH2:36][CH2:35]3)[C:19]([NH:21][C:22]3[S:23][CH:24]=[C:25]([CH2:27][C:28]([O:30]CC)=[O:29])[N:26]=3)=[O:20])[CH:14]=[CH:13][C:12]=2[S:11](=[O:41])(=[O:40])[C:10]2[C:5]1=[CH:6][CH:7]=[CH:8][CH:9]=2.Cl. Product: [CH3:3][N:4]1[C:17]2[CH:16]=[C:15]([CH:18]([CH2:33][CH:34]3[CH2:35][CH2:36][O:37][CH2:38][CH2:39]3)[C:19]([NH:21][C:22]3[S:23][CH:24]=[C:25]([CH2:27][C:28]([OH:30])=[O:29])[N:26]=3)=[O:20])[CH:14]=[CH:13][C:12]=2[S:11](=[O:40])(=[O:41])[C:10]2[C:5]1=[CH:6][CH:7]=[CH:8][CH:9]=2. The catalyst class is: 30.